This data is from NCI-60 drug combinations with 297,098 pairs across 59 cell lines. The task is: Regression. Given two drug SMILES strings and cell line genomic features, predict the synergy score measuring deviation from expected non-interaction effect. Drug 2: COC1=NC(=NC2=C1N=CN2C3C(C(C(O3)CO)O)O)N. Drug 1: CN(CC1=CN=C2C(=N1)C(=NC(=N2)N)N)C3=CC=C(C=C3)C(=O)NC(CCC(=O)O)C(=O)O. Synergy scores: CSS=25.7, Synergy_ZIP=-4.98, Synergy_Bliss=2.52, Synergy_Loewe=-23.6, Synergy_HSA=-1.37. Cell line: HCC-2998.